Dataset: Forward reaction prediction with 1.9M reactions from USPTO patents (1976-2016). Task: Predict the product of the given reaction. Given the reactants [I:1][C:2]1[CH:7]=[CH:6][N:5]=[C:4]2[NH:8][N:9]=[CH:10][C:3]=12.[C:11](O[C:11]([O:13][C:14]([CH3:17])([CH3:16])[CH3:15])=[O:12])([O:13][C:14]([CH3:17])([CH3:16])[CH3:15])=[O:12], predict the reaction product. The product is: [I:1][C:2]1[CH:7]=[CH:6][N:5]=[C:4]2[N:8]([C:11]([O:13][C:14]([CH3:17])([CH3:16])[CH3:15])=[O:12])[N:9]=[CH:10][C:3]=12.